Dataset: Forward reaction prediction with 1.9M reactions from USPTO patents (1976-2016). Task: Predict the product of the given reaction. (1) Given the reactants [NH2:1][CH2:2][C@H:3]1[CH2:8][CH2:7][C@H:6]([C:9]([NH:11][C@@H:12]([CH2:36][C:37]2[CH:42]=[CH:41][C:40]([C:43]3[CH:48]=[CH:47][C:46]([C:49](=[O:59])[NH:50][CH:51]4[CH:58]5[CH:54]([NH:55][CH2:56][CH2:57]5)[CH2:53][CH2:52]4)=[CH:45][C:44]=3[CH3:60])=[CH:39][CH:38]=2)[C:13]([NH:15][C:16]2[CH:21]=[CH:20][C:19]([C:22]3[NH:23][C:24]([C:27]([F:35])([F:34])[C:28]([F:33])([F:32])[C:29]([OH:31])=[O:30])=[N:25][N:26]=3)=[CH:18][CH:17]=2)=[O:14])=[O:10])[CH2:5][CH2:4]1.[ClH:61].C(#N)C, predict the reaction product. The product is: [ClH:61].[NH2:1][CH2:2][C@H:3]1[CH2:4][CH2:5][C@H:6]([C:9]([NH:11][C@@H:12]([CH2:36][C:37]2[CH:38]=[CH:39][C:40]([C:43]3[CH:48]=[CH:47][C:46]([C:49](=[O:59])[NH:50][CH:51]4[CH:58]5[CH:54]([NH:55][CH2:56][CH2:57]5)[CH2:53][CH2:52]4)=[CH:45][C:44]=3[CH3:60])=[CH:41][CH:42]=2)[C:13]([NH:15][C:16]2[CH:21]=[CH:20][C:19]([C:22]3[NH:23][C:24]([C:27]([F:35])([F:34])[C:28]([F:32])([F:33])[C:29]([OH:31])=[O:30])=[N:25][N:26]=3)=[CH:18][CH:17]=2)=[O:14])=[O:10])[CH2:7][CH2:8]1. (2) The product is: [CH:33]1([N:34]2[CH:35]=[C:3]([C:7]3[CH:8]=[C:9]([S:12]([CH3:15])(=[O:13])=[O:14])[CH:10]=[CH:11][C:6]=3[O:5][CH2:4][CH:1]3[CH2:2][CH2:3]3)[CH:2]=[C:1]([CH3:4])[C:36]2=[O:37])[CH2:11][CH2:6][CH2:7]1. Given the reactants [CH:1]1([CH2:4][O:5][C:6]2[CH:11]=[CH:10][C:9]([S:12]([CH3:15])(=[O:14])=[O:13])=[CH:8][C:7]=2B2OC(C)(C)C(C)(C)O2)[CH2:3][CH2:2]1.C([O-])([O-])=O.[K+].[K+].N#N.[CH3:33][N:34]([CH:36]=[O:37])[CH3:35], predict the reaction product. (3) Given the reactants [C:1]([N:5]1[CH2:10][CH2:9][N:8]([C:11]2([C:20]3[CH:25]=[CH:24][CH:23]=[CH:22][CH:21]=3)CCN(C(=O)C)[CH2:13][CH2:12]2)[CH2:7][CH2:6]1)([CH3:4])([CH3:3])[CH3:2].[OH-].[Na+], predict the reaction product. The product is: [C:1]([N:5]1[CH2:6][CH2:7][N:8]([CH:11]([C:20]2[CH:25]=[CH:24][CH:23]=[CH:22][CH:21]=2)[CH:12]2[CH2:13][CH2:6][NH:5][CH2:1][CH2:2]2)[CH2:9][CH2:10]1)([CH3:3])([CH3:2])[CH3:4].